From a dataset of Full USPTO retrosynthesis dataset with 1.9M reactions from patents (1976-2016). Predict the reactants needed to synthesize the given product. (1) Given the product [NH2:28][CH2:27][C:25]1[CH:24]=[CH:23][C:17]2[N:18]3[CH:22]=[CH:21][CH:20]=[C:19]3[C:14]3([CH2:29][CH2:30][N:11]([C:9]([C:8]4[CH:31]=[CH:32][C:5]([CH2:3][CH3:4])=[C:6]([O:33][CH3:34])[CH:7]=4)=[O:10])[CH2:12][CH2:13]3)[O:15][C:16]=2[CH:26]=1, predict the reactants needed to synthesize it. The reactants are: [BH4-].[Na+].[CH2:3]([C:5]1[CH:32]=[CH:31][C:8]([C:9]([N:11]2[CH2:30][CH2:29][C:14]3([C:19]4=[CH:20][CH:21]=[CH:22][N:18]4[C:17]4[CH:23]=[CH:24][C:25]([C:27]#[N:28])=[CH:26][C:16]=4[O:15]3)[CH2:13][CH2:12]2)=[O:10])=[CH:7][C:6]=1[O:33][CH3:34])[CH3:4]. (2) Given the product [Cl:15][C:16]1[N:17]=[CH:18][C:19]([N:5]2[CH2:6][C@H:1]3[CH2:7][C@@H:4]2[CH2:3][N:2]3[C:8]([O:10][C:11]([CH3:14])([CH3:13])[CH3:12])=[O:9])=[CH:20][C:21]=1[CH3:22], predict the reactants needed to synthesize it. The reactants are: [C@@H:1]12[CH2:7][C@@H:4]([NH:5][CH2:6]1)[CH2:3][N:2]2[C:8]([O:10][C:11]([CH3:14])([CH3:13])[CH3:12])=[O:9].[Cl:15][C:16]1[C:21]([CH3:22])=[CH:20][C:19](I)=[CH:18][N:17]=1.